Dataset: NCI-60 drug combinations with 297,098 pairs across 59 cell lines. Task: Regression. Given two drug SMILES strings and cell line genomic features, predict the synergy score measuring deviation from expected non-interaction effect. (1) Drug 1: C1CCC(C1)C(CC#N)N2C=C(C=N2)C3=C4C=CNC4=NC=N3. Drug 2: CCC1=C2CN3C(=CC4=C(C3=O)COC(=O)C4(CC)O)C2=NC5=C1C=C(C=C5)O. Cell line: BT-549. Synergy scores: CSS=28.9, Synergy_ZIP=2.79, Synergy_Bliss=3.04, Synergy_Loewe=-30.3, Synergy_HSA=0.162. (2) Cell line: COLO 205. Synergy scores: CSS=57.9, Synergy_ZIP=-3.06, Synergy_Bliss=-9.78, Synergy_Loewe=-15.0, Synergy_HSA=-9.61. Drug 1: C1=C(C(=O)NC(=O)N1)F. Drug 2: C1CN(P(=O)(OC1)NCCCl)CCCl. (3) Drug 1: CN1CCC(CC1)COC2=C(C=C3C(=C2)N=CN=C3NC4=C(C=C(C=C4)Br)F)OC. Drug 2: CC1=C(C=C(C=C1)C(=O)NC2=CC(=CC(=C2)C(F)(F)F)N3C=C(N=C3)C)NC4=NC=CC(=N4)C5=CN=CC=C5. Cell line: SK-OV-3. Synergy scores: CSS=11.1, Synergy_ZIP=-5.26, Synergy_Bliss=0.635, Synergy_Loewe=-5.77, Synergy_HSA=-0.0460.